Dataset: Full USPTO retrosynthesis dataset with 1.9M reactions from patents (1976-2016). Task: Predict the reactants needed to synthesize the given product. (1) Given the product [F:1][C:2]([F:11])([F:12])[C:3]1[CH:10]=[CH:9][C:6]([CH2:7][NH:8][C:19]2[CH:20]=[N:21][CH:22]=[CH:14][C:15]=2[C:16]([OH:18])=[O:17])=[CH:5][CH:4]=1, predict the reactants needed to synthesize it. The reactants are: [F:1][C:2]([F:12])([F:11])[C:3]1[CH:10]=[CH:9][C:6]([CH2:7][NH2:8])=[CH:5][CH:4]=1.F[C:14]1[CH:22]=[N:21][CH:20]=[CH:19][C:15]=1[C:16]([OH:18])=[O:17]. (2) Given the product [F:1][C:2]1[CH:7]=[CH:6][C:5]([N:8]2[C:16]3[CH:15]=[C:14]4[CH2:17][CH2:18][C@H:19]5[C:24]([C@@:13]4([CH3:32])[CH2:12][C:11]=3[CH:10]=[N:9]2)=[CH:23][CH2:22][C@@H:21]([C:25]([F:28])([F:27])[F:26])[C@@H:20]5[C:29]([NH2:40])=[O:31])=[CH:4][CH:3]=1, predict the reactants needed to synthesize it. The reactants are: [F:1][C:2]1[CH:7]=[CH:6][C:5]([N:8]2[C:16]3[CH:15]=[C:14]4[CH2:17][CH2:18][C@H:19]5[C:24]([C@@:13]4([CH3:32])[CH2:12][C:11]=3[CH:10]=[N:9]2)=[CH:23][CH2:22][C@@H:21]([C:25]([F:28])([F:27])[F:26])[C@@H:20]5[C:29]([OH:31])=O)=[CH:4][CH:3]=1.F[P-](F)(F)(F)(F)F.[N:40]1(O[P+](N(C)C)(N(C)C)N(C)C)C2C=CC=CC=2N=N1.O.ON1C2C=CC=CC=2N=N1.C(N(CC)C(C)C)(C)C.[NH4+].[Cl-]. (3) Given the product [Br:1][C:2]1[CH:3]=[C:4]([CH:8]=[C:9]([I:19])[C:10]=1[F:11])[C:5]([OH:7])=[O:6], predict the reactants needed to synthesize it. The reactants are: [Br:1][C:2]1[CH:3]=[C:4]([CH:8]=[CH:9][C:10]=1[F:11])[C:5]([OH:7])=[O:6].C1C(=O)N([I:19])C(=O)C1. (4) Given the product [C:1]([S:5]([C:8]1[CH:9]=[C:10]2[C:15](=[CH:16][C:17]=1[O:18][CH2:28][CH:27]([F:30])[F:26])[N:14]=[CH:13][CH:12]=[C:11]2[Cl:19])(=[O:6])=[O:7])([CH3:4])([CH3:2])[CH3:3], predict the reactants needed to synthesize it. The reactants are: [C:1]([S:5]([C:8]1[CH:9]=[C:10]2[C:15](=[CH:16][C:17]=1[OH:18])[N:14]=[CH:13][CH:12]=[C:11]2[Cl:19])(=[O:7])=[O:6])([CH3:4])([CH3:3])[CH3:2].C([O-])([O-])=O.[K+].[K+].[F:26][CH:27]([F:30])[CH2:28]I. (5) Given the product [ClH:16].[Cl:16][C:13]1[CH:14]=[CH:15][C:10]([C@@H:9]2[O:8][CH2:7][CH2:6][NH:5][CH2:4][C@H:3]2[CH2:2][NH:1][C:35](=[O:36])[CH2:34][NH:33][C:31](=[O:32])[C:25]2[CH:26]=[CH:27][CH:28]=[CH:29][CH:30]=2)=[CH:11][C:12]=1[F:17], predict the reactants needed to synthesize it. The reactants are: [NH2:1][CH2:2][C@H:3]1[C@H:9]([C:10]2[CH:15]=[CH:14][C:13]([Cl:16])=[C:12]([F:17])[CH:11]=2)[O:8][CH2:7][CH2:6][N:5](C(OC(C)(C)C)=O)[CH2:4]1.[C:25]1([C:31]([NH:33][CH2:34][C:35](O)=[O:36])=[O:32])[CH:30]=[CH:29][CH:28]=[CH:27][CH:26]=1. (6) Given the product [CH2:1]([CH:9]1[CH2:14][CH2:13][CH2:12][N:11]([CH2:15][C:17]2[CH:32]=[CH:31][C:20]([O:21][C:22]3[CH:30]=[CH:29][C:25]([C:26]([NH2:28])=[O:27])=[CH:24][N:23]=3)=[CH:19][CH:18]=2)[CH2:10]1)[CH2:2][C:3]1[CH:8]=[CH:7][CH:6]=[CH:5][CH:4]=1, predict the reactants needed to synthesize it. The reactants are: [CH2:1]([CH:9]1[CH2:14][CH2:13][CH2:12][NH:11][CH2:10]1)[CH2:2][C:3]1[CH:8]=[CH:7][CH:6]=[CH:5][CH:4]=1.[CH:15]([C:17]1[CH:32]=[CH:31][C:20]([O:21][C:22]2[CH:30]=[CH:29][C:25]([C:26]([NH2:28])=[O:27])=[CH:24][N:23]=2)=[CH:19][CH:18]=1)=O.C(O[BH-](OC(=O)C)OC(=O)C)(=O)C.[Na+].C(O)(=O)C.